This data is from Peptide-MHC class II binding affinity with 134,281 pairs from IEDB. The task is: Regression. Given a peptide amino acid sequence and an MHC pseudo amino acid sequence, predict their binding affinity value. This is MHC class II binding data. The peptide sequence is KVPPGPNITATYGDK. The MHC is HLA-DQA10101-DQB10501 with pseudo-sequence HLA-DQA10101-DQB10501. The binding affinity (normalized) is 0.